Dataset: Forward reaction prediction with 1.9M reactions from USPTO patents (1976-2016). Task: Predict the product of the given reaction. (1) The product is: [CH2:1]([O:4][C:5]1([CH3:35])[CH2:6][CH2:7][N:8]([C:11]2[C:12]3[N:13]([N:28]=[C:29]([C:31]([OH:33])=[O:32])[CH:30]=3)[CH:14]=[C:15]([CH3:27])[C:16]=2[C@H:17]([O:22][C:23]([CH3:26])([CH3:25])[CH3:24])[C:18]([O:20][CH3:21])=[O:19])[CH2:9][CH2:10]1)[CH:2]=[CH2:3]. Given the reactants [CH2:1]([O:4][C:5]1([CH3:35])[CH2:10][CH2:9][N:8]([C:11]2[C:12]3[N:13]([N:28]=[C:29]([C:31]([O:33]C)=[O:32])[CH:30]=3)[CH:14]=[C:15]([CH3:27])[C:16]=2[C@H:17]([O:22][C:23]([CH3:26])([CH3:25])[CH3:24])[C:18]([O:20][CH3:21])=[O:19])[CH2:7][CH2:6]1)[CH:2]=[CH2:3].[OH-].[Na+].O, predict the reaction product. (2) Given the reactants [F:1][C:2]1[CH:3]=[C:4]([N:17]2[CH2:21][CH:20]([CH2:22][NH:23][C:24](=[O:26])[CH3:25])[O:19][C:18]2=[O:27])[CH:5]=[CH:6][C:7]=1B1OC(C)(C)C(C)(C)O1.Br[C:29]1[CH:48]=[CH:47][C:32]([O:33][CH2:34][C:35]2([CH3:46])[O:39][C:38]3=[N:40][C:41]([N+:43]([O-:45])=[O:44])=[CH:42][N:37]3[CH2:36]2)=[CH:31][CH:30]=1.C([O-])([O-])=O.[K+].[K+], predict the reaction product. The product is: [F:1][C:2]1[CH:3]=[C:4]([N:17]2[CH2:21][CH:20]([CH2:22][NH:23][C:24](=[O:26])[CH3:25])[O:19][C:18]2=[O:27])[CH:5]=[CH:6][C:7]=1[C:29]1[CH:48]=[CH:47][C:32]([O:33][CH2:34][C:35]2([CH3:46])[O:39][C:38]3=[N:40][C:41]([N+:43]([O-:45])=[O:44])=[CH:42][N:37]3[CH2:36]2)=[CH:31][CH:30]=1. (3) Given the reactants [CH:1]([N:4]([C:18]1[CH:19]=[C:20]([CH:24]=[CH:25][CH:26]=1)[C:21]([OH:23])=O)[S:5]([C:8]1[CH:13]=[CH:12][CH:11]=[C:10]([C:14]([F:17])([F:16])[F:15])[CH:9]=1)(=[O:7])=[O:6])([CH3:3])[CH3:2].O.ON1C2C=CC=CC=2N=N1.CN(C)CCCN=C=NCC.[CH2:49]1[NH:54][CH2:53][CH2:52][N:51]2[CH2:55][CH2:56][CH2:57][C@H:50]12, predict the reaction product. The product is: [CH2:49]1[N:54]([C:21]([C:20]2[CH:19]=[C:18]([N:4]([CH:1]([CH3:3])[CH3:2])[S:5]([C:8]3[CH:13]=[CH:12][CH:11]=[C:10]([C:14]([F:17])([F:15])[F:16])[CH:9]=3)(=[O:7])=[O:6])[CH:26]=[CH:25][CH:24]=2)=[O:23])[CH2:53][CH2:52][N:51]2[CH2:55][CH2:56][CH2:57][C@H:50]12. (4) Given the reactants [Cl:1][C:2]1[CH:3]=[CH:4][C:5]([N:10]2[CH2:21][CH2:20][C:13]3[N:14]=[CH:15][N:16]=[C:17](OC)[C:12]=3[CH2:11]2)=[C:6]([CH:9]=1)[C:7]#[N:8].CN(C)C1C=CC=CC=1.CN(C)C=O.P(Cl)(Cl)([Cl:38])=O.[OH-].[Na+], predict the reaction product. The product is: [Cl:1][C:2]1[CH:3]=[CH:4][C:5]([N:10]2[CH2:21][CH2:20][C:13]3[N:14]=[CH:15][N:16]=[C:17]([Cl:38])[C:12]=3[CH2:11]2)=[C:6]([CH:9]=1)[C:7]#[N:8].